From a dataset of Experimentally validated miRNA-target interactions with 360,000+ pairs, plus equal number of negative samples. Binary Classification. Given a miRNA mature sequence and a target amino acid sequence, predict their likelihood of interaction. The miRNA is hsa-miR-7515 with sequence AGAAGGGAAGAUGGUGAC. The protein sequence of the target gene is MKVHIHTKFCLICLLTFIFHHCNHCHEDHDHGPEELHRHHRGMTESESSKFSVQDAENEKKYYIEKLFDRYGENGRLSFFGLEKLLTNLGLGEIKVVEINHEDLGHDHVSHLDILAVQEGKHFHSHTHQHFHNHLNAENHTTTSVTSKRNHKCDPEKEAAELPIKADDKHLHDRNHRFHHRHRLHHHLDHNTTRHVHNDSVAHSEHGEPGHSPSPETNKTQEQSEVKSVKVRRKEKGKRKKENSEVNTPGFLPNHDHSEQYEHNRVHKLDRVHSPGHPHAHLPEHSGHELGHGHQELDPD.... Result: 0 (no interaction).